From a dataset of Reaction yield outcomes from USPTO patents with 853,638 reactions. Predict the reaction yield, written as a fraction of the theoretical maximum amount of product (1.0 means a 100% yield; for example, 0.34 means a 34% yield). (1) The reactants are [C:1]([C:11]1[S:12][CH:13]=[CH:14][CH:15]=1)#[C:2][CH2:3][CH2:4][CH2:5][CH2:6][CH2:7][CH2:8][CH2:9][CH3:10].C([Li])CCC.C[Sn:22](Cl)(C)C.[Li]. The catalyst is O1CCCC1. The product is [SnH3:22][SH:12]1[C:11]([C:1]#[C:2][CH2:3][CH2:4][CH2:5][CH2:6][CH2:7][CH2:8][CH2:9][CH3:10])=[CH:15][CH:14]=[CH:13]1. The yield is 0.940. (2) The reactants are [CH3:1][O:2][C:3](=[O:16])[CH:4]=[CH:5][C:6]1[CH:11]=[CH:10][CH:9]=[C:8]([S:12](Cl)(=[O:14])=[O:13])[CH:7]=1.[CH3:17][O:18][C:19]1[C:20]([NH2:25])=[CH:21][CH:22]=[CH:23][CH:24]=1.C([O-])(O)=O.[Na+]. The catalyst is O1CCOCC1.O. The product is [CH3:1][O:2][C:3](=[O:16])[CH:4]=[CH:5][C:6]1[CH:11]=[CH:10][CH:9]=[C:8]([S:12](=[O:14])(=[O:13])[NH:25][C:20]2[CH:21]=[CH:22][CH:23]=[CH:24][C:19]=2[O:18][CH3:17])[CH:7]=1. The yield is 0.790. (3) The reactants are ClC1C=CN=C2C=C(C3N(C)C=CN=3)[S:10][C:3]=12.CN1C=CN=C1C1SC2C(=NC=CC=2[O:32]C2C=CC(NC(NC(=O)CC3C=CC=CC=3)=S)=CC=2)C=1.Cl.Cl.[F:54][C:55]1[CH:56]=[C:57]([NH:77]C(NC(=O)CC2C=CC=CC=2F)=S)[CH:58]=[CH:59][C:60]=1[O:61][C:62]1[CH:67]=[CH:66][N:65]=[C:64]2[CH:68]=[C:69](C3N(C)C=CN=3)[S:70][C:63]=12. No catalyst specified. The product is [CH3:3][S:10]([C:69]1[S:70][C:63]2[C:64](=[N:65][CH:66]=[CH:67][C:62]=2[O:61][C:60]2[CH:59]=[CH:58][C:57]([NH2:77])=[CH:56][C:55]=2[F:54])[CH:68]=1)=[O:32]. The yield is 0.310. (4) The reactants are [F:1][C:2]1[CH:7]=[C:6]([N+:8]([O-:10])=[O:9])[C:5](F)=[CH:4][C:3]=1[CH3:12].C(N(C(C)C)CC)(C)C.[CH2:22]([O:24][C@H:25]1[CH2:30][CH2:29][C@H:28]([N:31]2[CH2:36][CH2:35][CH:34]([NH2:37])[CH2:33][CH2:32]2)[CH2:27][CH2:26]1)[CH3:23]. The catalyst is CN(C)C=O. The product is [CH2:22]([O:24][C@H:25]1[CH2:26][CH2:27][C@H:28]([N:31]2[CH2:32][CH2:33][CH:34]([NH:37][C:5]3[CH:4]=[C:3]([CH3:12])[C:2]([F:1])=[CH:7][C:6]=3[N+:8]([O-:10])=[O:9])[CH2:35][CH2:36]2)[CH2:29][CH2:30]1)[CH3:23]. The yield is 0.290. (5) The reactants are [CH3:1][C:2]1[C:11]([NH2:12])=[C:10]2[C:5]([CH:6]=[CH:7][CH:8]=[N:9]2)=[CH:4][CH:3]=1.[C:13]1([S:19](Cl)(=[O:21])=[O:20])[CH:18]=[CH:17][CH:16]=[CH:15][CH:14]=1. The catalyst is CN(C1C=CN=CC=1)C. The product is [CH3:1][C:2]1[C:11]([NH:12][S:19]([C:13]2[CH:18]=[CH:17][CH:16]=[CH:15][CH:14]=2)(=[O:21])=[O:20])=[C:10]2[C:5]([CH:6]=[CH:7][CH:8]=[N:9]2)=[CH:4][CH:3]=1. The yield is 0.670. (6) The reactants are [C:1]([NH:4][NH2:5])(N)=[NH:2].Cl.[CH:7]1([C:10]2[C:19]3[C:14](=[CH:15][CH:16]=[CH:17][CH:18]=3)[C:13]([N:20]=[C:21]=[S:22])=[CH:12][CH:11]=2)[CH2:9][CH2:8]1.C(N(C(C)C)CC)(C)C. The catalyst is CN(C=O)C. The product is [NH2:2][C:1]1[N:20]([C:13]2[C:14]3[C:19](=[CH:18][CH:17]=[CH:16][CH:15]=3)[C:10]([CH:7]3[CH2:9][CH2:8]3)=[CH:11][CH:12]=2)[C:21]([SH:22])=[N:5][N:4]=1. The yield is 0.490. (7) The catalyst is C1COCC1.C(Cl)Cl. The product is [CH3:56][N:55]([CH3:57])[O:54][CH2:53][CH2:52][O:51][C@@H:39]1[C@H:38]([OH:58])[C@@H:37]([CH2:36][OH:35])[O:41][C@H:40]1[N:42]1[CH:49]=[C:48]([CH3:50])[C:46](=[O:47])[NH:45][C:43]1=[O:44]. The yield is 0.925. The reactants are F.F.F.C(N(CC)CC)C.C(N(CC)CC)C.[Si]([O:35][CH2:36][C@H:37]1[O:41][C@@H:40]([N:42]2[CH:49]=[C:48]([CH3:50])[C:46](=[O:47])[NH:45][C:43]2=[O:44])[C@H:39]([O:51][CH2:52][CH2:53][O:54][N:55]([CH3:57])[CH3:56])[C@@H:38]1[OH:58])(C(C)(C)C)(C1C=CC=CC=1)C1C=CC=CC=1.CO. (8) The reactants are [Br:1][C:2]1[CH:3]=[CH:4][C:5]([O:10][CH:11]([F:13])[F:12])=[C:6]([CH:9]=1)[CH:7]=[O:8].[CH2:14](O)[CH2:15][OH:16].CC1C=CC(S(O)(=O)=O)=CC=1.O. The catalyst is C1(C)C=CC=CC=1. The product is [Br:1][C:2]1[CH:3]=[CH:4][C:5]([O:10][CH:11]([F:12])[F:13])=[C:6]([CH:7]2[O:16][CH2:15][CH2:14][O:8]2)[CH:9]=1. The yield is 0.920.